This data is from Forward reaction prediction with 1.9M reactions from USPTO patents (1976-2016). The task is: Predict the product of the given reaction. Given the reactants [Cl:1][C:2]1[C:11]([NH:12][C:13](=O)[CH2:14][O:15][CH2:16][CH3:17])=[C:10]([NH:19][CH2:20][C:21]#[CH:22])[C:9]2[C:4](=[CH:5][CH:6]=[CH:7][CH:8]=2)[N:3]=1.C(N(CC)CC)C, predict the reaction product. The product is: [Cl:1][C:2]1[C:11]2[N:12]=[C:13]([CH2:14][O:15][CH2:16][CH3:17])[N:19]([CH2:20][C:21]#[CH:22])[C:10]=2[C:9]2[CH:8]=[CH:7][CH:6]=[CH:5][C:4]=2[N:3]=1.